This data is from Acute oral toxicity (LD50) regression data from Zhu et al.. The task is: Regression/Classification. Given a drug SMILES string, predict its toxicity properties. Task type varies by dataset: regression for continuous values (e.g., LD50, hERG inhibition percentage) or binary classification for toxic/non-toxic outcomes (e.g., AMES mutagenicity, cardiotoxicity, hepatotoxicity). Dataset: ld50_zhu. (1) The compound is CCCn1c(=O)c2c(ncn2CCCCC(C)O)n(C)c1=O. The rat oral LD50 is 2.38, given as -log10 of the dose in mol/kg body weight (higher means more acutely toxic). (2) The molecule is CC=C1CC2C=CC1C2. The rat oral LD50 is 1.68, given as -log10 of the dose in mol/kg body weight (higher means more acutely toxic). (3) The drug is CN1CCN(C(=O)NN=Cc2ccc([N+](=O)[O-])o2)CC1. The rat oral LD50 is 2.57, given as -log10 of the dose in mol/kg body weight (higher means more acutely toxic). (4) The molecule is CC(C)=CCC(CCN1CCCC1)(C(N)=O)c1cccc2ccccc12. The rat oral LD50 is 3.69, given as -log10 of the dose in mol/kg body weight (higher means more acutely toxic). (5) The molecule is CC1OC(OC2C=C3CCC4C(CCC5(C)C(c6ccc(=O)oc6)CCC45O)C3(C)CC2)C2OC(C)(C)OC2C1O. The rat oral LD50 is 5.33, given as -log10 of the dose in mol/kg body weight (higher means more acutely toxic).